From a dataset of Experimentally validated miRNA-target interactions with 360,000+ pairs, plus equal number of negative samples. Binary Classification. Given a miRNA mature sequence and a target amino acid sequence, predict their likelihood of interaction. (1) The miRNA is hsa-miR-5703 with sequence AGGAGAAGUCGGGAAGGU. The protein sequence of the target gene is MGNLESAEGVPGEPPSVPLLLPPGKMPMPEPCELEERFALVLSSMNLPPDKARLLRQYDNEKKWDLICDQERFQVKNPPHTYIQKLQSFLDPSVTRKKFRRRVQESTKVLRELEISLRTNHIGWVREFLNDENKGLDVLVDYLSFAQCSVMFDFEGLESGDDGAFDKLRSWSRSIEDLQPPSALSAPFTNSLARSARQSVLRYSTLPGRRALKNSRLVSQKDDVHVCILCLRAIMNYQYGFNLVMSHPHAVNEIALSLNNKNPRTKALVLELLAAVCLVRGGHEIILAAFDNFKEVCKEL.... Result: 1 (interaction). (2) The miRNA is mmu-miR-3074-5p with sequence GUUCCUGCUGAACUGAGCCAGU. The protein sequence of the target gene is MNSMDRHIQQTNDRLQCIKQHLQNPANFHNAATELLDWCGDPRAFQRPFEQSLMGCLTVVSRVAAQQGFDLDLGYRLLAVCAANRDKFTPKSAALLSSWCEELGRLLLLRHQKSRQNDPPGKLPMQPPLSSMSSMKPTLSHSDGSFPYDSVPWQQNTNQPPGSLSVVTTVWGVTNTSQSQVLGNPMANANNPMNPGGNPMASGMSTSNPGINSPQFAGQQQQFSTKAGPAQPYIQPNMYGRPGYPGSGGFGASYPGGPSAPAGMGIPPHTRPPADFTQPAAAAAAAAVAAAAATATATAT.... Result: 0 (no interaction). (3) The miRNA is hsa-miR-4448 with sequence GGCUCCUUGGUCUAGGGGUA. The protein sequence of the target gene is MTDGKLSTSTNGVAFMGILDGRPGNPLQNLQHVNLKAPRLLSAPEYGPKLKLRALEDRHSLQSVDSGIPTLEIGNPEPVPCSAVHVRRKQSDSDLIPERAFQSACALPSCAPPAPSSTEREQSVRKSSTFPRTGYDSVKLYSPTSKALTRSDDVSVCSVSSLGTELSTTLSVSNEDILDLVVTSSSSAIVTLENDDDPQFTNVTLSSIKETRGLHQQDCVHEAEEGSKLKILGPFSNFFARNLLARKQSARLDKHNDLGWKLFGKAPLRENAQKDSKRIQKEYEDKAGRPSKPPSPKQNV.... Result: 1 (interaction). (4) The miRNA is mmu-miR-27a-5p with sequence AGGGCUUAGCUGCUUGUGAGCA. The protein sequence of the target gene is MSVAGLKKQFHKATQKVSEKVGGAEGTKLDDDFKEMERKVDVTSRAVMEIMTKTIEYLQPNPASRAKLSMINTMSKIRGQEKGPGYPQAEALLAEAMLKFGRELGDDCNFGPALGEVGEAMRELSEVKDSLDMEVKQNFIDPLQNLHDKDLREIQHHLKKLEGRRLDFDYKKKRQGKIPDEELRQALEKFDESKEIAESSMFNLLEMDIEQVSQLSALVQAQLEYHKQAVQILQQVTVRLEERIRQASSQPRREYQPKPRMSLEFATGDSTQPNGGLSHTGTPKPPGVQMDQPCCRALYD.... Result: 0 (no interaction). (5) The miRNA is hsa-miR-32-3p with sequence CAAUUUAGUGUGUGUGAUAUUU. The protein sequence of the target gene is MYRARAARAGPEPGSPGRFGILSTGQLRDLLQDEPKLDRIVRLSRKFQGLQLEREACLASNYALAKENLALRPRLEMGRAALAIKYQELREVAENCADKLQRLEESMHRWSPHCALGWLQAELEEAEQEAEEQMEQLLLGEQSLEAFLPAFQRGRALAHLRRTQAEKLQELLRRRERSAQPAPTSAADPPKSFPAAAVLPTGAARGPPAVPRSLPPLDSRPVPPLKGSPGCPLGPAPLLSPRPSQPEPPHR. Result: 0 (no interaction).